The task is: Predict the product of the given reaction.. This data is from Forward reaction prediction with 1.9M reactions from USPTO patents (1976-2016). Given the reactants [C:1]([OH:5])(=[O:4])[CH2:2][CH3:3].O.[C:7](=[O:14])([S:11][CH2:12][CH3:13])[O:8][CH2:9]I, predict the reaction product. The product is: [CH2:12]([S:11][C:7]([O:8][CH2:9][O:4][C:1](=[O:5])[CH2:2][CH3:3])=[O:14])[CH3:13].